From a dataset of Forward reaction prediction with 1.9M reactions from USPTO patents (1976-2016). Predict the product of the given reaction. Given the reactants [Br:1][C:2]1[CH:13]=[N:12][C:5]2=[N:6][C:7](Cl)=[C:8]([Cl:10])[N:9]=[C:4]2[CH:3]=1.[N:14]1([C:20]([O:22][C:23]([CH3:26])([CH3:25])[CH3:24])=[O:21])[CH2:19][CH2:18][NH:17][CH2:16][CH2:15]1.[NH4+].[Cl-], predict the reaction product. The product is: [Br:1][C:2]1[CH:13]=[N:12][C:5]2=[N:6][C:7]([N:17]3[CH2:16][CH2:15][N:14]([C:20]([O:22][C:23]([CH3:26])([CH3:25])[CH3:24])=[O:21])[CH2:19][CH2:18]3)=[C:8]([Cl:10])[N:9]=[C:4]2[CH:3]=1.